Dataset: Full USPTO retrosynthesis dataset with 1.9M reactions from patents (1976-2016). Task: Predict the reactants needed to synthesize the given product. (1) Given the product [C:8]1([C:6]2[N:7]=[C:2]([NH:43][CH2:44][C:45]([NH2:47])=[O:46])[CH:3]=[C:4]([NH:14][C:15](=[O:32])[CH2:16][N:17]3[CH2:22][CH2:21][N:20]([CH2:23]/[CH:24]=[CH:25]/[C:26]4[CH:31]=[CH:30][CH:29]=[CH:28][CH:27]=4)[CH2:19][CH2:18]3)[N:5]=2)[CH:13]=[CH:12][CH:11]=[CH:10][CH:9]=1, predict the reactants needed to synthesize it. The reactants are: Cl[C:2]1[N:7]=[C:6]([C:8]2[CH:13]=[CH:12][CH:11]=[CH:10][CH:9]=2)[N:5]=[C:4]([NH:14][C:15](=[O:32])[CH2:16][N:17]2[CH2:22][CH2:21][N:20]([CH2:23]/[CH:24]=[CH:25]/[C:26]3[CH:31]=[CH:30][CH:29]=[CH:28][CH:27]=3)[CH2:19][CH2:18]2)[CH:3]=1.C(N(CC)C(C)C)(C)C.Cl.[NH2:43][CH2:44][C:45]([NH2:47])=[O:46]. (2) Given the product [CH:10]1([NH:16][C:3](=[O:9])[CH:2]([OH:1])[C:6]([CH3:7])([CH3:8])[CH2:5][OH:25])[CH2:15][CH2:14][CH2:13][CH2:12][CH2:11]1, predict the reactants needed to synthesize it. The reactants are: [OH:1][CH:2]1[C:6]([CH3:8])([CH3:7])[CH2:5]C[C:3]1=[O:9].[CH:10]1([NH2:16])[CH2:15][CH2:14][CH2:13][CH2:12][CH2:11]1.O.C1(C)C(S(O)(=O)=[O:25])=CC=CC=1. (3) Given the product [C:24]([C:23]1[CH:26]=[CH:27][CH:28]=[CH:29][C:22]=1[C:19]1[N:20]=[CH:21][C:16]([CH2:15][CH:5]([C:4](=[O:3])[CH2:10][CH2:11][CH2:12][CH3:13])[C:6]([O:8][CH3:9])=[O:7])=[CH:17][CH:18]=1)#[N:25], predict the reactants needed to synthesize it. The reactants are: [H-].[Na+].[O:3]=[C:4]([CH2:10][CH2:11][CH2:12][CH3:13])[CH2:5][C:6]([O:8][CH3:9])=[O:7].Cl[CH2:15][C:16]1[CH:17]=[CH:18][C:19]([C:22]2[CH:29]=[CH:28][CH:27]=[CH:26][C:23]=2[C:24]#[N:25])=[N:20][CH:21]=1.Cl. (4) Given the product [Br:1][C:2]1[CH:3]=[C:4]2[C:8](=[CH:9][CH:10]=1)[C:7](=[O:11])[N:6]([CH2:12][CH2:17][CH2:19][C:25]([O:27][CH3:28])=[O:26])[CH2:5]2, predict the reactants needed to synthesize it. The reactants are: [Br:1][C:2]1[CH:3]=[C:4]2[C:8](=[CH:9][CH:10]=1)[C:7](=[O:11])[N:6]([C@H:12]([CH:17]([CH3:19])C)C(OC)=O)[CH2:5]2.BrC1C=CC([C:25]([O:27][CH3:28])=[O:26])=C(CBr)C=1.Cl.NCCCC(OC)=O.